Binary Classification. Given a T-cell receptor sequence (or CDR3 region) and an epitope sequence, predict whether binding occurs between them. From a dataset of TCR-epitope binding with 47,182 pairs between 192 epitopes and 23,139 TCRs. (1) The epitope is KLGGALQAK. The TCR CDR3 sequence is CASEPQSVMNTEAFF. Result: 1 (the TCR binds to the epitope). (2) The epitope is ATVVIGTSK. The TCR CDR3 sequence is CASSLSLVGNSPLHF. Result: 0 (the TCR does not bind to the epitope). (3) The epitope is FLNGSCGSV. The TCR CDR3 sequence is CSVEMEGNKNIQYF. Result: 1 (the TCR binds to the epitope). (4) The epitope is GVAMPNLYK. The TCR CDR3 sequence is CTSSKNRVTTAEPNEKLFF. Result: 0 (the TCR does not bind to the epitope). (5) The epitope is VLAWLYAAV. The TCR CDR3 sequence is CASSLMAGGRTGELFF. Result: 1 (the TCR binds to the epitope). (6) The epitope is ALSKGVHFV. The TCR CDR3 sequence is CASSLEFSAGVQDTQYF. Result: 1 (the TCR binds to the epitope). (7) The TCR CDR3 sequence is CSARGGQLQETQYF. The epitope is QARQMVQAMRTIGTHP. Result: 0 (the TCR does not bind to the epitope). (8) The epitope is QECVRGTTVL. The TCR CDR3 sequence is CAISEEGGANVLTF. Result: 1 (the TCR binds to the epitope). (9) The epitope is TEILPVSMTK. The TCR CDR3 sequence is CASAPGLMSYEQYF. Result: 0 (the TCR does not bind to the epitope). (10) The epitope is SLVKPSFYV. The TCR CDR3 sequence is CASSSRGDSYAGGYTF. Result: 0 (the TCR does not bind to the epitope).